Predict the product of the given reaction. From a dataset of Forward reaction prediction with 1.9M reactions from USPTO patents (1976-2016). (1) Given the reactants [F:1][CH:2]([F:25])[C:3]1[N:8]2[N:9]=[CH:10][C:11]([C:12]([OH:14])=O)=[C:7]2[N:6]=[C:5]([C:15]2[CH:20]=[CH:19][C:18]([C:21]([F:24])([F:23])[F:22])=[CH:17][CH:16]=2)[CH:4]=1.[NH2:26][C:27]1[CH:28]=[C:29]([S:34]([NH2:37])(=[O:36])=[O:35])[CH:30]=[CH:31][C:32]=1[CH3:33], predict the reaction product. The product is: [CH3:33][C:32]1[CH:31]=[CH:30][C:29]([S:34](=[O:36])(=[O:35])[NH2:37])=[CH:28][C:27]=1[NH:26][C:12]([C:11]1[CH:10]=[N:9][N:8]2[C:3]([CH:2]([F:1])[F:25])=[CH:4][C:5]([C:15]3[CH:20]=[CH:19][C:18]([C:21]([F:22])([F:23])[F:24])=[CH:17][CH:16]=3)=[N:6][C:7]=12)=[O:14]. (2) Given the reactants C1(C)C=CC(S(O)(=O)=O)=CC=1.[CH3:12][O:13][C:14](=[O:24])[C:15]1[CH:20]=[CH:19][C:18]([O:21][CH3:22])=[C:17]([NH2:23])[CH:16]=1.[Cl:25][C:26]1[CH:33]=[C:32]([F:34])[CH:31]=[CH:30][C:27]=1[C:28]#[N:29].C([O-])(O)=O.[Na+], predict the reaction product. The product is: [CH3:12][O:13][C:14](=[O:24])[C:15]1[CH:20]=[CH:19][C:18]([O:21][CH3:22])=[C:17]([NH:23][C:28](=[NH:29])[C:27]2[CH:30]=[CH:31][C:32]([F:34])=[CH:33][C:26]=2[Cl:25])[CH:16]=1. (3) Given the reactants C(OC(=O)[NH:10][CH2:11][C@H:12]1[CH2:17][CH2:16][C@H:15]([C:18]2[N:22]3[CH:23]=[CH:24][N:25]=[C:26]([CH3:27])[C:21]3=[C:20]([Br:28])[N:19]=2)[CH2:14][CH2:13]1)C1C=CC=CC=1.C(O)(=O)C, predict the reaction product. The product is: [BrH:28].[Br:28][C:20]1[N:19]=[C:18]([C@H:15]2[CH2:16][CH2:17][C@H:12]([CH2:11][NH2:10])[CH2:13][CH2:14]2)[N:22]2[CH:23]=[CH:24][N:25]=[C:26]([CH3:27])[C:21]=12. (4) Given the reactants Cl[CH:2]([C:8](=O)[C:9]([F:12])([F:11])[F:10])[C:3]([O:5][CH2:6][CH3:7])=[O:4].[CH3:14][O:15][C:16]1[CH:17]=[C:18]([NH:28][C:29]([NH2:31])=[S:30])[CH:19]=[CH:20][C:21]=1[N:22]1[CH:26]=[C:25]([CH3:27])[N:24]=[CH:23]1, predict the reaction product. The product is: [CH2:6]([O:5][C:3]([C:2]1[S:30][C:29]([NH:28][C:18]2[CH:19]=[CH:20][C:21]([N:22]3[CH:26]=[C:25]([CH3:27])[N:24]=[CH:23]3)=[C:16]([O:15][CH3:14])[CH:17]=2)=[N:31][C:8]=1[C:9]([F:12])([F:11])[F:10])=[O:4])[CH3:7]. (5) Given the reactants Cl[C:2]1[C:3]2[C:10]3[CH2:11][CH2:12][CH:13]([C:15]([O:17]CC)=[O:16])[CH2:14][C:9]=3[S:8][C:4]=2[N:5]=[CH:6][N:7]=1.[NH2:20][C:21]1[CH:22]=[C:23]2[C:27](=[CH:28][C:29]=1[O:30][CH3:31])[NH:26][N:25]=[CH:24]2.Cl.O1CCOCC1, predict the reaction product. The product is: [CH3:31][O:30][C:29]1[CH:28]=[C:27]2[C:23]([CH:24]=[N:25][NH:26]2)=[CH:22][C:21]=1[NH:20][C:2]1[C:3]2[C:10]3[CH2:11][CH2:12][CH:13]([C:15]([OH:17])=[O:16])[CH2:14][C:9]=3[S:8][C:4]=2[N:5]=[CH:6][N:7]=1. (6) Given the reactants [C:1]([NH:12][C:13]1[CH:18]=[CH:17][C:16]([S:19](Cl)(=[O:21])=[O:20])=[CH:15][CH:14]=1)(=[O:11])[CH2:2][CH2:3][CH2:4][CH2:5][CH2:6][CH2:7][CH2:8][CH2:9][CH3:10].[NH2:23][C:24]1[S:28][C:27]([CH2:29][C:30]([O:32][CH2:33][CH3:34])=[O:31])=[N:26][N:25]=1.Cl, predict the reaction product. The product is: [C:1]([NH:12][C:13]1[CH:18]=[CH:17][C:16]([S:19]([NH:23][C:24]2[S:28][C:27]([CH2:29][C:30]([O:32][CH2:33][CH3:34])=[O:31])=[N:26][N:25]=2)(=[O:21])=[O:20])=[CH:15][CH:14]=1)(=[O:11])[CH2:2][CH2:3][CH2:4][CH2:5][CH2:6][CH2:7][CH2:8][CH2:9][CH3:10]. (7) Given the reactants [CH2:1]([O:3][C:4](=[O:18])[CH:5]([O:15][CH2:16][CH3:17])[CH2:6][C:7]1[CH:12]=[CH:11][C:10]([OH:13])=[CH:9][C:8]=1[CH3:14])[CH3:2].Cl[CH2:20][C:21]1[N:22]=[C:23]([C:27]2[CH:32]=[C:31]([Cl:33])[CH:30]=[C:29]([Cl:34])[CH:28]=2)[O:24][C:25]=1[CH3:26].ClC1C=C(C=C(Cl)C=1)C=O.O=P(Cl)(Cl)Cl.C(=O)([O-])[O-].[Cs+].[Cs+].[I-].[K+], predict the reaction product. The product is: [CH2:1]([O:3][C:4](=[O:18])[CH:5]([O:15][CH2:16][CH3:17])[CH2:6][C:7]1[CH:12]=[CH:11][C:10]([O:13][CH2:20][C:21]2[N:22]=[C:23]([C:27]3[CH:32]=[C:31]([Cl:33])[CH:30]=[C:29]([Cl:34])[CH:28]=3)[O:24][C:25]=2[CH3:26])=[CH:9][C:8]=1[CH3:14])[CH3:2]. (8) Given the reactants O1CCCC1.C([N-]C(C)C)(C)C.[Li+].C1CCCCC1.[CH2:20]([O:22][C:23]([CH:25]1[CH2:30][CH2:29][C:28](=[O:31])[CH2:27][CH2:26]1)=[O:24])[CH3:21].C1COCC1.[F:37][C:38]([F:51])([F:50])[S:39](O[S:39]([C:38]([F:51])([F:50])[F:37])(=[O:41])=[O:40])(=[O:41])=[O:40], predict the reaction product. The product is: [F:37][C:38]([F:51])([F:50])[S:39]([O:31][C:28]1[CH2:29][CH2:30][CH:25]([C:23]([O:22][CH2:20][CH3:21])=[O:24])[CH2:26][CH:27]=1)(=[O:41])=[O:40]. (9) Given the reactants [CH2:1]([N:8]1[C:12]([C:13]2[CH:18]=[CH:17][C:16]([F:19])=[CH:15][CH:14]=2)=[CH:11][C:10]([CH3:20])=[N:9]1)[C:2]1[CH:7]=[CH:6][CH:5]=[CH:4][CH:3]=1.[Br:21]N1C(=O)CCC1=O, predict the reaction product. The product is: [CH2:1]([N:8]1[C:12]([C:13]2[CH:14]=[CH:15][C:16]([F:19])=[CH:17][CH:18]=2)=[C:11]([Br:21])[C:10]([CH3:20])=[N:9]1)[C:2]1[CH:3]=[CH:4][CH:5]=[CH:6][CH:7]=1.